Dataset: Full USPTO retrosynthesis dataset with 1.9M reactions from patents (1976-2016). Task: Predict the reactants needed to synthesize the given product. (1) Given the product [OH:48][C:42]([C:44]([F:47])([F:46])[F:45])=[O:43].[NH2:1][C:2]1[CH:3]=[C:4]([C:26]2[CH:27]=[CH:28][C:29]([Cl:41])=[C:30]3[C:34]=2[N:33]([CH3:35])[N:32]=[C:31]3[NH:36][S:37]([CH3:40])(=[O:39])=[O:38])[C:5]([C@@H:8]([NH2:18])[CH2:9][C:10]2[CH:15]=[C:14]([F:16])[CH:13]=[C:12]([F:17])[CH:11]=2)=[N:6][CH:7]=1, predict the reactants needed to synthesize it. The reactants are: [NH2:1][C:2]1[CH:3]=[C:4]([C:26]2[CH:27]=[CH:28][C:29]([Cl:41])=[C:30]3[C:34]=2[N:33]([CH3:35])[N:32]=[C:31]3[NH:36][S:37]([CH3:40])(=[O:39])=[O:38])[C:5]([C@@H:8]([NH:18]C(=O)OC(C)(C)C)[CH2:9][C:10]2[CH:15]=[C:14]([F:16])[CH:13]=[C:12]([F:17])[CH:11]=2)=[N:6][CH:7]=1.[C:42]([OH:48])([C:44]([F:47])([F:46])[F:45])=[O:43]. (2) Given the product [CH:45]([C:15]1[CH:16]=[CH:17][C:18]2[N:22]=[CH:21][N:20]([S:23](=[O:28])(=[O:27])[N:24]([CH3:26])[CH3:25])[C:19]=2[CH:29]=1)=[CH:46][C:47]1[CH:52]=[CH:51][CH:50]=[CH:49][CH:48]=1, predict the reactants needed to synthesize it. The reactants are: C(P(C(C)(C)C)C(C)(C)C)(C)(C)C.Cl[C:15]1[CH:16]=[CH:17][C:18]2[N:22]=[CH:21][N:20]([S:23](=[O:28])(=[O:27])[N:24]([CH3:26])[CH3:25])[C:19]=2[CH:29]=1.C1(CNCC2CCCCC2)CCCCC1.[CH2:45]=[CH:46][C:47]1[CH:52]=[CH:51][CH:50]=[CH:49][CH:48]=1. (3) Given the product [NH2:20][C:17]1[CH:18]=[CH:19][C:14]([N:10]2[C:11]([CH3:13])=[CH:12][C:8]([C:6]([N:5]([CH2:44][CH2:45][CH2:46][CH3:47])[CH2:1][CH2:2][CH2:3][CH3:4])=[O:7])=[N:9]2)=[C:15]([C:23]([N:25]2[C@H:34]([CH2:35][O:36][Si:37]([C:40]([CH3:42])([CH3:41])[CH3:43])([CH3:39])[CH3:38])[CH2:33][C:32]3[C:27](=[CH:28][CH:29]=[CH:30][CH:31]=3)[CH2:26]2)=[O:24])[CH:16]=1, predict the reactants needed to synthesize it. The reactants are: [CH2:1]([N:5]([CH2:44][CH2:45][CH2:46][CH3:47])[C:6]([C:8]1[CH:12]=[C:11]([CH3:13])[N:10]([C:14]2[CH:19]=[CH:18][C:17]([N+:20]([O-])=O)=[CH:16][C:15]=2[C:23]([N:25]2[C@H:34]([CH2:35][O:36][Si:37]([C:40]([CH3:43])([CH3:42])[CH3:41])([CH3:39])[CH3:38])[CH2:33][C:32]3[C:27](=[CH:28][CH:29]=[CH:30][CH:31]=3)[CH2:26]2)=[O:24])[N:9]=1)=[O:7])[CH2:2][CH2:3][CH3:4]. (4) The reactants are: [C:1]([O:5][C:6](=[O:28])[CH2:7][N:8]1[C:16]2[C:11](=[CH:12][C:13]([O:17]CC3C=CC=CC=3)=[CH:14][CH:15]=2)[C:10]([C:25](=[O:27])[NH2:26])=[CH:9]1)([CH3:4])([CH3:3])[CH3:2]. Given the product [C:1]([O:5][C:6](=[O:28])[CH2:7][N:8]1[C:16]2[C:11](=[CH:12][C:13]([OH:17])=[CH:14][CH:15]=2)[C:10]([C:25](=[O:27])[NH2:26])=[CH:9]1)([CH3:4])([CH3:2])[CH3:3], predict the reactants needed to synthesize it. (5) The reactants are: O=[C:2]([CH3:6])[CH2:3][C:4]#[N:5].Cl.[CH3:8][O:9][C:10]1[CH:11]=[C:12]([NH:16][NH2:17])[CH:13]=[CH:14][CH:15]=1.Cl. Given the product [CH3:8][O:9][C:10]1[CH:11]=[C:12]([N:16]2[C:4]([NH2:5])=[CH:3][C:2]([CH3:6])=[N:17]2)[CH:13]=[CH:14][CH:15]=1, predict the reactants needed to synthesize it.